This data is from Catalyst prediction with 721,799 reactions and 888 catalyst types from USPTO. The task is: Predict which catalyst facilitates the given reaction. Reactant: Br[CH2:2][C:3]1[CH:8]=[CH:7][CH:6]=[C:5]([N+:9]([O-:11])=[O:10])[CH:4]=1.[NH2:12][C:13]1[CH:14]=[C:15]([NH:19][C:20](=[O:26])[O:21][C:22]([CH3:25])([CH3:24])[CH3:23])[CH:16]=[CH:17][CH:18]=1.C(=O)([O-])[O-].[K+].[K+]. Product: [N+:9]([C:5]1[CH:4]=[C:3]([CH:8]=[CH:7][CH:6]=1)[CH2:2][NH:12][C:13]1[CH:14]=[C:15]([NH:19][C:20](=[O:26])[O:21][C:22]([CH3:24])([CH3:23])[CH3:25])[CH:16]=[CH:17][CH:18]=1)([O-:11])=[O:10]. The catalyst class is: 9.